This data is from Experimentally validated miRNA-target interactions with 360,000+ pairs, plus equal number of negative samples. The task is: Binary Classification. Given a miRNA mature sequence and a target amino acid sequence, predict their likelihood of interaction. (1) The miRNA is hsa-miR-372-5p with sequence CCUCAAAUGUGGAGCACUAUUCU. Result: 1 (interaction). The protein sequence of the target gene is MALALCLQVLCSLCGWLSLYISFCHLNKHRSYEWSCRLVTFTHGVLSIGLSAYIGFIDGPWPFTHPGSPNTPLQVHVLCLTLGYFIFDLGWCVYFQSEGALMLAHHTLSILGIIMALVLGESGTEVNAVLFGSELTNPLLQMRWFLRETGHYHSFTGDVVDFLFVALFTGVRIGVGACLLFCEMVSPTPKWFVKAGGVAMYAVSWCFMFSIWRFAWRKSIKKYHAWRSRRSEERQLKHNGHLKIH. (2) The miRNA is hsa-miR-1199-3p with sequence UGCGGCCGGUGCUCAACCUGC. The protein sequence of the target gene is MLLPWATSAPGLAWGPLVLGLFGLLAASQPQAVPPYASENQTCRDQEKEYYEPQHRICCSRCPPGTYVSAKCSRIRDTVCATCAENSYNEHWNYLTICQLCRPCDPVMGLEEIAPCTSKRKTQCRCQPGMFCAAWALECTHCELLSDCPPGTEAELKDEVGKGNNHCVPCKAGHFQNTSSPSARCQPHTRCENQGLVEAAPGTAQSDTTCKNPLEPLPPEMSGTMLMLAVLLPLAFFLLLATVFSCIWKSHPSLCRKLGSLLKRRPQGEGPNPVAGSWEPPKAHPYFPDLVQPLLPISGD.... Result: 0 (no interaction). (3) The miRNA is hsa-miR-7851-3p with sequence UACCUGGGAGACUGAGGUUGGA. The protein sequence of the target gene is MLSRLQELRKEEETLLRLKAALHDQLNRLKVEELALQSMISSRRGDEMLSSHTVPEQSHDMLVHVDNEASINQTTLELSTKSHVTEEEEEEEEEESDS. Result: 0 (no interaction). (4) Result: 1 (interaction). The miRNA is hsa-miR-4776-3p with sequence CUUGCCAUCCUGGUCCACUGCAU. The protein sequence of the target gene is MAAHEWDWFQREELIGQISDIRVQNLQVERENVQKRTFTRWINLHLEKCNPPLEVKDLFVDIQDGKILMALLEVLSGRNLLHEYKSSSHRIFRLNNIAKALKFLEDSNVKLVSIDAAEIADGNPSLVLGLIWNIILFFQIKELTGNLSRNSPSSSLSPGSGGTDSDSSFPPTPTAERSVAISVKDQRKAIKALLAWVQRKTRKYGVAVQDFAGSWRSGLAFLAVIKAIDPSLVDMKQALENSTRENLEKAFSIAQDALHIPRLLEPEDIMVDTPDEQSIMTYVAQFLERFPELEAEDIFD.... (5) The miRNA is hsa-miR-4433b-3p with sequence CAGGAGUGGGGGGUGGGACGU. The protein sequence of the target gene is MSNPGGRRNGPVKLRLTVLCAKNLVKKDFFRLPDPFAKVVVDGSGQCHSTDTVKNTLDPKWNQHYDLYIGKSDSVTISVWNHKKIHKKQGAGFLGCVRLLSNAINRLKDTGYQRLDLCKLGPNDNDTVRGQIVVSLQSRDRIGTGGQVVDCSRLFDNDLPDGWEERRTASGRIQYLNHITRTTQWERPTRPASEYSSPGRPLSCFVDENTPISGTNGATCGQSSDPRLAERRVRSQRHRNYMSRTHLHTPPDLPEGYEQRTTQQGQVYFLHTQTGVSTWHDPRVPRDLSNINCEELGPLP.... Result: 0 (no interaction). (6) The miRNA is mmu-miR-509-5p with sequence UACUCCAGAAUGUGGCAAUCAU. The protein sequence of the target gene is MPITDFIINDEKTPLVLHGGPEQWKTVGPYGCFRVGICLLLVELCERFTFFEVVCNMIPFCTGRLGSYNHQAAMLNLGFIGTSVLTPVFMGWLADEYFGRNKLMYIALSLHFLGTALLSMLAFPAENFYRGAYPVFNNTSVEEQAGLFHVALLTLCLGTGGIRAVVCPPDMCGSQERESKKPMPFCNWASWSANLNAAVVFLGISSIQPLGSGALGILLPSLSVFTALVTLYLKHCDLIYRPENRCSLLTIARAFVRALKTRCLPYCHFGRDGSSWLDHAMEKQGGHHSELQEEDTRNIS.... Result: 0 (no interaction). (7) The miRNA is hsa-miR-455-5p with sequence UAUGUGCCUUUGGACUACAUCG. The protein sequence of the target gene is MALMQELYSTPASRLDSFVAQWLQPHREWKEEVLDAVRTVEEFLRQEHFQGKRGLDQDVRVLKVVKVGSFGNGTVLRSTREVELVAFLSCFHSFQEAAKHHKDVLRLIWKTMWQSQDLLDLGLEDLRMEQRVPDALVFTIQTRGTAEPITVTIVPAYRALGPSLPNSQPPPEVYVSLIKACGGPGNFCPSFSELQRNFVKHRPTKLKSLLRLVKHWYQQYVKARSPRANLPPLYALELLTIYAWEMGTEEDENFMLDEGFTTVMDLLLEYEVICIYWTKYYTLHNAIIEDCVRKQLKKER.... Result: 0 (no interaction).